Predict which catalyst facilitates the given reaction. From a dataset of Catalyst prediction with 721,799 reactions and 888 catalyst types from USPTO. (1) Reactant: [OH:1][C@@H:2]1[CH2:7][CH2:6][C@H:5]([NH:8][C:9](=[O:18])[O:10][CH2:11][C:12]2[CH:17]=[CH:16][CH:15]=[CH:14][CH:13]=2)[C@H:4]([CH2:19][O:20][C:21]([C:34]2[CH:39]=[CH:38][CH:37]=[CH:36][CH:35]=2)([C:28]2[CH:33]=[CH:32][CH:31]=[CH:30][CH:29]=2)[C:22]2[CH:27]=[CH:26][CH:25]=[CH:24][CH:23]=2)[CH2:3]1.[CH3:40]I. Product: [CH3:40][O:1][C@@H:2]1[CH2:7][CH2:6][C@H:5]([NH:8][C:9](=[O:18])[O:10][CH2:11][C:12]2[CH:17]=[CH:16][CH:15]=[CH:14][CH:13]=2)[C@H:4]([CH2:19][O:20][C:21]([C:28]2[CH:29]=[CH:30][CH:31]=[CH:32][CH:33]=2)([C:22]2[CH:23]=[CH:24][CH:25]=[CH:26][CH:27]=2)[C:34]2[CH:35]=[CH:36][CH:37]=[CH:38][CH:39]=2)[CH2:3]1. The catalyst class is: 3. (2) Reactant: [CH2:1]([NH:8][C:9]([C:11]1[S:15][C:14]([NH:16]C(OC(C)(C)C)=O)=[N:13][C:12]=1[CH2:24][N:25]1[CH2:30][CH2:29][O:28][CH2:27][CH2:26]1)=[O:10])[C:2]1[CH:7]=[CH:6][CH:5]=[CH:4][CH:3]=1.Cl. Product: [CH2:1]([NH:8][C:9]([C:11]1[S:15][C:14]([NH2:16])=[N:13][C:12]=1[CH2:24][N:25]1[CH2:30][CH2:29][O:28][CH2:27][CH2:26]1)=[O:10])[C:2]1[CH:7]=[CH:6][CH:5]=[CH:4][CH:3]=1. The catalyst class is: 5. (3) Reactant: [N+:1]([C:4]1[CH:5]=[C:6]([C:25]2[CH:30]=[CH:29][CH:28]=[CH:27][CH:26]=2)[CH:7]=[CH:8][C:9]=1[C:10]1[CH:15]=[CH:14][C:13]([C:16]2[CH:21]=[CH:20][CH:19]=[CH:18][CH:17]=2)=[CH:12][C:11]=1[N+:22]([O-])=O)([O-])=O.[BH4-].[Na+].Cl. Product: [NH2:1][C:4]1[CH:5]=[C:6]([C:25]2[CH:26]=[CH:27][CH:28]=[CH:29][CH:30]=2)[CH:7]=[CH:8][C:9]=1[C:10]1[CH:15]=[CH:14][C:13]([C:16]2[CH:21]=[CH:20][CH:19]=[CH:18][CH:17]=2)=[CH:12][C:11]=1[NH2:22]. The catalyst class is: 19. (4) Reactant: C[Si](C)(C)N[Si](C)(C)C.[Li]CCCC.[CH2:15]1[CH:19]2[CH2:20][C:21](=[O:22])[CH:17]([CH2:18]2)[CH2:16]1.[C:23](OCC)(=[O:29])[C:24]([O:26][CH2:27][CH3:28])=[O:25]. Product: [O:29]=[C:23]([CH:20]1[C:21](=[O:22])[CH:17]2[CH2:18][CH:19]1[CH2:15][CH2:16]2)[C:24]([O:26][CH2:27][CH3:28])=[O:25]. The catalyst class is: 28.